This data is from Reaction yield outcomes from USPTO patents with 853,638 reactions. The task is: Predict the reaction yield, written as a fraction of the theoretical maximum amount of product (1.0 means a 100% yield; for example, 0.34 means a 34% yield). (1) The yield is 0.0400. The product is [Br:1][C:2]1[CH:10]=[C:9]2[C:5]([CH2:6][C:7]3([CH2:17][CH2:16][CH:15]([O:19][CH3:20])[CH2:14][CH2:13]3)[C:8]2=[O:11])=[CH:4][CH:3]=1. The catalyst is C1COCC1. The reactants are [Br:1][C:2]1[CH:10]=[C:9]2[C:5]([CH2:6][CH2:7][C:8]2=[O:11])=[CH:4][CH:3]=1.Br[CH2:13][CH2:14][CH:15]([O:19][CH3:20])[CH2:16][CH2:17]Br.[H-].[Na+]. (2) The reactants are Br[C:2]1[C:3]2[C:8]([C:9]([Br:16])=[C:10]3[C:15]=1[CH:14]=[CH:13][CH:12]=[CH:11]3)=[CH:7][CH:6]=[CH:5][CH:4]=2.[CH:17]1[C:26]2[C:21](=[CH:22][CH:23]=[CH:24][CH:25]=2)[CH:20]=[CH:19][C:18]=1B(O)O.C([O-])([O-])=O.[Na+].[Na+].CCO. The catalyst is [Pd].C1(P(C2C=CC=CC=2)C2C=CC=CC=2)C=CC=CC=1.C1(P(C2C=CC=CC=2)C2C=CC=CC=2)C=CC=CC=1.C1(P(C2C=CC=CC=2)C2C=CC=CC=2)C=CC=CC=1.C1(P(C2C=CC=CC=2)C2C=CC=CC=2)C=CC=CC=1.C1(C)C=CC=CC=1. The product is [Br:16][C:9]1[C:10]2[C:15]([C:2]([C:19]3[CH:18]=[CH:17][C:26]4[C:21](=[CH:22][CH:23]=[CH:24][CH:25]=4)[CH:20]=3)=[C:3]3[C:8]=1[CH:7]=[CH:6][CH:5]=[CH:4]3)=[CH:14][CH:13]=[CH:12][CH:11]=2. The yield is 0.610. (3) The reactants are [CH3:1][O:2][C:3]1[CH:18]=[CH:17][C:6]([CH2:7][N:8]2[CH:12]=[C:11]([C:13](=[O:16])[CH2:14]Br)[CH:10]=[N:9]2)=[CH:5][CH:4]=1.[C-:19]#[N:20].[K+]. The catalyst is O.CO.C1COCC1.O. The product is [CH3:1][O:2][C:3]1[CH:18]=[CH:17][C:6]([CH2:7][N:8]2[CH:12]=[C:11]([C:13](=[O:16])[CH2:14][C:19]#[N:20])[CH:10]=[N:9]2)=[CH:5][CH:4]=1. The yield is 0.970. (4) The reactants are [O:1]=[C:2]([CH3:21])[CH:3]([C:15]1[CH:20]=[CH:19][CH:18]=[CH:17][CH:16]=1)[C:4]([NH:6][CH2:7][CH2:8][C:9]1[CH:14]=[CH:13][CH:12]=[CH:11][CH:10]=1)=[O:5].[F:22][C:23]([F:36])([F:35])[S:24](O[S:24]([C:23]([F:36])([F:35])[F:22])(=[O:26])=[O:25])(=[O:26])=[O:25].C(N(CC)CC)C. The catalyst is ClCCl. The product is [F:22][C:23]([F:36])([F:35])[S:24]([O:1]/[C:2](/[CH3:21])=[C:3](/[C:15]1[CH:20]=[CH:19][CH:18]=[CH:17][CH:16]=1)\[C:4](=[O:5])[NH:6][CH2:7][CH2:8][C:9]1[CH:10]=[CH:11][CH:12]=[CH:13][CH:14]=1)(=[O:26])=[O:25]. The yield is 0.560. (5) The reactants are C([O:14][C:15]([C:17]1([O:20]/[N:21]=[C:22](/[C:42]2[N:43]=[C:44]([NH:47]C(OC(C)(C)C)=O)[S:45][CH:46]=2)\[C:23]([NH:25][C@H:26]2[C@@H:29]([CH2:30][N:31]3[CH2:35][CH2:34][NH:33][C:32]3=[O:36])[N:28]([S:37]([OH:40])(=[O:39])=[O:38])[C:27]2=[O:41])=[O:24])[CH2:19][CH2:18]1)=[O:16])(C1C=CC=CC=1)C1C=CC=CC=1.C(OC(C1(O/N=C(/C2N=C(NC(OC(C)(C)C)=O)SC=2)\C(N[C@H]2[C@@H](CN3CCNC(=O)N3)N(S(O)(=O)=O)C2=O)=O)CC1)=O)(C1C=CC=CC=1)C1C=CC=CC=1.C(O)(C(F)(F)F)=O. The catalyst is C(Cl)Cl. The product is [NH2:47][C:44]1[S:45][CH:46]=[C:42](/[C:22](=[N:21]/[O:20][C:17]2([C:15]([OH:16])=[O:14])[CH2:18][CH2:19]2)/[C:23](=[O:24])[NH:25][C@H:26]2[C@@H:29]([CH2:30][N:31]3[CH2:35][CH2:34][NH:33][C:32]3=[O:36])[N:28]([S:37]([OH:40])(=[O:39])=[O:38])[C:27]2=[O:41])[N:43]=1. The yield is 0.100. (6) The reactants are [OH:1][C:2]1[CH:10]=[C:9]2[C:5]([CH2:6][CH2:7][C:8]2=[O:11])=[CH:4][CH:3]=1.C1(P(C2C=CC=CC=2)C2C=CC=CC=2)C=CC=CC=1.[F:31][C:32]([F:37])([F:36])[CH2:33][CH2:34]O.N(C(OC(C)C)=O)=NC(OC(C)C)=O. The catalyst is C1COCC1. The product is [F:31][C:32]([F:37])([F:36])[CH2:33][CH2:34][O:1][C:2]1[CH:10]=[C:9]2[C:5]([CH2:6][CH2:7][C:8]2=[O:11])=[CH:4][CH:3]=1. The yield is 0.220. (7) The reactants are [F:1][C:2]1[CH:8]=[CH:7][C:5]([NH2:6])=[CH:4][CH:3]=1.S(C1C=CC(C)=CC=1)(O[CH2:13][CH2:14][F:15])(=O)=O. The catalyst is CN(C=O)C.C(OCC)(=O)C. The product is [F:15][CH2:14][CH2:13][NH:6][C:5]1[CH:7]=[CH:8][C:2]([F:1])=[CH:3][CH:4]=1. The yield is 0.200. (8) The product is [OH:27][CH:25]([C:11]([CH3:14])([CH:12]=[CH2:13])[C:10]([N:5]1[C@@H:4]([CH:1]([CH3:2])[CH3:3])[CH2:8][O:7][C:6]1=[O:9])=[O:15])[CH3:26]. The catalyst is ClCCl.[Ti](Cl)(Cl)(Cl)Cl. The reactants are [CH:1]([C@H:4]1[CH2:8][O:7][C:6](=[O:9])[N:5]1[C:10](=[O:15])/[C:11](/[CH3:14])=[CH:12]/[CH3:13])([CH3:3])[CH3:2].C(N(CC)C(C)C)(C)C.[CH:25](=[O:27])[CH3:26]. The yield is 0.620. (9) The reactants are [H-].[Na+].[CH3:3][C:4]1[NH:13][C:12](=[O:14])[C:11]2[C:6](=[CH:7][C:8]([C:15]([O:17][CH3:18])=[O:16])=[CH:9][CH:10]=2)[N:5]=1.[CH3:19]I. The catalyst is CN(C=O)C. The product is [CH3:3][C:4]1[N:13]([CH3:19])[C:12](=[O:14])[C:11]2[C:6](=[CH:7][C:8]([C:15]([O:17][CH3:18])=[O:16])=[CH:9][CH:10]=2)[N:5]=1. The yield is 0.500. (10) The reactants are [CH3:1][O:2][C:3]1[CH:8]=[C:7]([O:9][CH3:10])[CH:6]=[CH:5][C:4]=1[CH2:11][N:12]1[C:17]([OH:18])=[C:16]([C:19](OCC)=[O:20])[C:15](=[O:24])[N:14]([CH2:25][C:26]2[CH:31]=[CH:30][CH:29]=[CH:28][CH:27]=2)[C:13]1=[O:32].C1CCN2C(=NCCC2)CC1.[NH2:44][CH2:45][C:46]([OH:48])=[O:47]. The catalyst is C(O)C.Cl. The product is [CH3:1][O:2][C:3]1[CH:8]=[C:7]([O:9][CH3:10])[CH:6]=[CH:5][C:4]=1[CH2:11][N:12]1[C:17]([OH:18])=[C:16]([C:19]([NH:44][CH2:45][C:46]([OH:48])=[O:47])=[O:20])[C:15](=[O:24])[N:14]([CH2:25][C:26]2[CH:27]=[CH:28][CH:29]=[CH:30][CH:31]=2)[C:13]1=[O:32]. The yield is 0.420.